From a dataset of Forward reaction prediction with 1.9M reactions from USPTO patents (1976-2016). Predict the product of the given reaction. (1) The product is: [Cl:1][C:2]1[CH:7]=[C:6]([CH:5]=[CH:4][C:3]=1[C:11]1[N:15]([CH3:16])[N:14]=[CH:13][N:12]=1)[NH2:8]. Given the reactants [Cl:1][C:2]1[CH:7]=[C:6]([N+:8]([O-])=O)[CH:5]=[CH:4][C:3]=1[C:11]1[N:15]([CH3:16])[N:14]=[CH:13][N:12]=1.[Cl-].[NH4+].CO, predict the reaction product. (2) Given the reactants [CH:1]([C:4]1[CH:9]=[CH:8][CH:7]=[CH:6][C:5]=1[OH:10])([CH3:3])[CH3:2].C[O:12][C:13](=[O:28])[CH:14]([O:26][CH3:27])[CH2:15][C:16]1[CH:21]=[CH:20][CH:19]=[C:18]([O:22][CH2:23][CH2:24]Br)[CH:17]=1.CO[C@@H](CC1C=CC(OCCCOC2C=CC=CC=2)=CC=1)C(O)=O, predict the reaction product. The product is: [CH:1]([C:4]1[CH:9]=[CH:8][CH:7]=[CH:6][C:5]=1[O:10][CH2:24][CH2:23][O:22][C:18]1[CH:17]=[C:16]([CH2:15][CH:14]([O:26][CH3:27])[C:13]([OH:28])=[O:12])[CH:21]=[CH:20][CH:19]=1)([CH3:3])[CH3:2]. (3) Given the reactants [Mg].II.Br[CH2:5][CH2:6][CH:7]=[CH2:8].[Cl:9][CH2:10][CH2:11][CH2:12][C:13](N(OC)C)=[O:14].[Cl-].[NH4+], predict the reaction product. The product is: [Cl:9][CH2:10][CH2:11][CH2:12][C:13](=[O:14])[CH2:8][CH2:7][CH:6]=[CH2:5].